Dataset: Peptide-MHC class II binding affinity with 134,281 pairs from IEDB. Task: Regression. Given a peptide amino acid sequence and an MHC pseudo amino acid sequence, predict their binding affinity value. This is MHC class II binding data. (1) The peptide sequence is SIVREALKRRLRTLI. The MHC is DRB1_1101 with pseudo-sequence DRB1_1101. The binding affinity (normalized) is 0.854. (2) The peptide sequence is STHEMYYVSGARSNV. The MHC is DRB1_1301 with pseudo-sequence DRB1_1301. The binding affinity (normalized) is 0.577.